From a dataset of Catalyst prediction with 721,799 reactions and 888 catalyst types from USPTO. Predict which catalyst facilitates the given reaction. (1) Reactant: [CH:1]([S:4][C:5]1[S:9][C:8]([C:10]([O:12][CH2:13][CH3:14])=[O:11])=[C:7]2[CH2:15][CH2:16][CH2:17][C:18](=[O:19])[C:6]=12)([CH3:3])[CH3:2].[Br:20]Br.O. Product: [Br:20][CH:17]1[CH2:16][CH2:15][C:7]2=[C:8]([C:10]([O:12][CH2:13][CH3:14])=[O:11])[S:9][C:5]([S:4][CH:1]([CH3:2])[CH3:3])=[C:6]2[C:18]1=[O:19]. The catalyst class is: 5. (2) Reactant: C(OC([NH:11][C@H:12]([CH2:21][O:22][CH2:23][O:24][CH3:25])[CH2:13][C:14]([O:16][C:17]([CH3:20])([CH3:19])[CH3:18])=[O:15])=O)C1C=CC=CC=1.[H][H]. Product: [NH2:11][C@H:12]([CH2:21][O:22][CH2:23][O:24][CH3:25])[CH2:13][C:14]([O:16][C:17]([CH3:20])([CH3:18])[CH3:19])=[O:15]. The catalyst class is: 19. (3) Reactant: [NH2:1][CH2:2][C:3]1[CH:4]=[C:5]([Sn:10]([CH3:13])([CH3:12])[CH3:11])[CH:6]=[CH:7][C:8]=1[F:9].Cl[S:15]([CH3:18])(=[O:17])=[O:16].CCN(CC)CC.CCOC(C)=O.O. Product: [CH3:18][S:15]([NH:1][CH2:2][C:3]1[CH:4]=[C:5]([Sn:10]([CH3:13])([CH3:12])[CH3:11])[CH:6]=[CH:7][C:8]=1[F:9])(=[O:17])=[O:16]. The catalyst class is: 2. (4) Reactant: [N:1]1[C:6]2=[N:7][N:8]3[CH:13]=[CH:12][CH:11]=[CH:10][C:9]3=[C:5]2[C:4]([NH2:14])=[N:3][CH:2]=1.[N:15]([C:18]1[CH:19]=[C:20]([CH:23]=[CH:24][CH:25]=1)[C:21]#[N:22])=[C:16]=[O:17]. Product: [C:21]([C:20]1[CH:19]=[C:18]([NH:15][C:16]([NH:14][C:4]2[C:5]3[C:6](=[N:7][N:8]4[CH:13]=[CH:12][CH:11]=[CH:10][C:9]=34)[N:1]=[CH:2][N:3]=2)=[O:17])[CH:25]=[CH:24][CH:23]=1)#[N:22]. The catalyst class is: 10.